From a dataset of Experimentally validated miRNA-target interactions with 360,000+ pairs, plus equal number of negative samples. Binary Classification. Given a miRNA mature sequence and a target amino acid sequence, predict their likelihood of interaction. The miRNA is mmu-miR-6953-5p with sequence AAGGGGCAGGGGCAGGGAUUCAAGUG. The protein sequence of the target gene is MEVRASFQKVSGSSDSVATLNSEEFVLVSQHTDATSIKDDGKPQLKIASNGDEQLEKAMEEILRDSEKGQSGLPVDCQGSSEISDCPFGDVPASQTTKPPLQLILDPSNTEISTPRPSSPSRFPEEDSVLFNKLTYLGCMKVSSPRSEVEALRAMATMRASSQYPFAVTLYVPNVPEGSVRIIDQSSNVEIASFPIYKVLFCARGHDGTAESNCFAFTESSHGSEEFQIHVFSCEIKEAVSRILYSFCTAFKRSSRQVSDVKDSVIPTPDSDVFTFSVSLEVKEDDGKGNFSPVPKDRDK.... Result: 0 (no interaction).